Dataset: Catalyst prediction with 721,799 reactions and 888 catalyst types from USPTO. Task: Predict which catalyst facilitates the given reaction. Reactant: [Cl-].[Al+3].[Cl-].[Cl-].[Br:5][C:6]1[CH:11]=[CH:10][C:9]([O:12][CH2:13][CH2:14][C:15]([CH3:17])=[CH2:16])=[C:8]([Cl:18])[CH:7]=1.[OH-].[Na+]. Product: [Br:5][C:6]1[CH:11]=[C:10]2[C:9](=[C:8]([Cl:18])[CH:7]=1)[O:12][CH2:13][CH2:14][C:15]2([CH3:17])[CH3:16]. The catalyst class is: 2.